Task: Predict the reactants needed to synthesize the given product.. Dataset: Full USPTO retrosynthesis dataset with 1.9M reactions from patents (1976-2016) (1) Given the product [CH3:1][CH2:2][C@@H:3]([CH:28]([CH3:29])[CH3:30])/[CH:4]=[CH:5]/[C@H:6]([C@@H:8]1[C@@:12]2([CH3:27])[CH2:13][CH2:14][C@@H:15]3[C@@:20]4([CH3:26])[CH2:21][CH2:22][C@H:23]([OH:25])[CH2:24][C:19]4=[CH:18][CH2:17][C@H:16]3[C@@H:11]2[CH2:10][CH2:9]1)[CH3:7].[C:31]([O-:36])(=[O:37])[CH2:32][CH2:33][C:34]([O-:25])=[O:35], predict the reactants needed to synthesize it. The reactants are: [CH3:1][CH2:2][C@@H:3]([CH:28]([CH3:30])[CH3:29])/[CH:4]=[CH:5]/[C@H:6]([C@@H:8]1[C@@:12]2([CH3:27])[CH2:13][CH2:14][C@@H:15]3[C@@:20]4([CH3:26])[CH2:21][CH2:22][C@H:23]([OH:25])[CH2:24][C:19]4=[CH:18][CH2:17][C@H:16]3[C@@H:11]2[CH2:10][CH2:9]1)[CH3:7].[C:31]1(=[O:37])[O:36][C:34](=[O:35])[CH2:33][CH2:32]1.N1C=CC=CC=1. (2) The reactants are: C([Li])CCC.[O:6]1[CH:10]=[CH:9][CH:8]=[C:7]1[CH:11]1[O:15][CH2:14][CH2:13][O:12]1.[CH2:16](Br)[C:17]1[CH:22]=[CH:21][CH:20]=[CH:19][CH:18]=1. Given the product [CH2:16]([C:10]1[O:6][C:7]([CH:11]2[O:15][CH2:14][CH2:13][O:12]2)=[CH:8][CH:9]=1)[C:17]1[CH:22]=[CH:21][CH:20]=[CH:19][CH:18]=1, predict the reactants needed to synthesize it. (3) Given the product [CH:1]1([NH:4][C@@H:16]2[CH2:17][CH2:18][CH2:19][CH2:20][C@@H:15]2[C:9]2[CH:10]=[CH:11][CH:12]=[CH:13][CH:14]=2)[CH2:3][CH2:2]1.[CH:1]1([NH:4][C@@H:16]2[CH2:17][CH2:18][CH2:19][CH2:20][C@H:15]2[C:9]2[CH:10]=[CH:11][CH:12]=[CH:13][CH:14]=2)[CH2:3][CH2:2]1, predict the reactants needed to synthesize it. The reactants are: [CH:1]1([NH2:4])[CH2:3][CH2:2]1.C(O)(=O)C.[C:9]1([CH:15]2[CH2:20][CH2:19][CH2:18][CH2:17][C:16]2=O)[CH:14]=[CH:13][CH:12]=[CH:11][CH:10]=1.C([BH3-])#N.[Na+]. (4) Given the product [F:22][C:21]1[CH:20]=[CH:19][C:8]([CH2:9][N:10]2[CH2:11][CH2:12][N:13]([CH:16]([CH3:18])[CH3:17])[CH2:14][CH2:15]2)=[CH:7][C:6]=1[CH:2]=[O:1], predict the reactants needed to synthesize it. The reactants are: [O:1]1CCO[CH:2]1[C:6]1[CH:7]=[C:8]([CH:19]=[CH:20][C:21]=1[F:22])[CH2:9][N:10]1[CH2:15][CH2:14][N:13]([CH:16]([CH3:18])[CH3:17])[CH2:12][CH2:11]1.Cl. (5) The reactants are: Br[C:2]1[C:6]2[N:7]=[CH:8][N:9]=[C:10]([Cl:11])[C:5]=2[N:4]([CH2:12][O:13][CH2:14][C:15]2[CH:20]=[CH:19][CH:18]=[CH:17][CH:16]=2)[CH:3]=1.[Li+].CCC[CH2-].CN([CH:29]=[O:30])C.O. Given the product [CH2:14]([O:13][CH2:12][N:4]1[C:5]2[C:10]([Cl:11])=[N:9][CH:8]=[N:7][C:6]=2[C:2]([CH:29]=[O:30])=[CH:3]1)[C:15]1[CH:20]=[CH:19][CH:18]=[CH:17][CH:16]=1, predict the reactants needed to synthesize it. (6) Given the product [F:21][C:3]1[C:4]([C:9]([C:11]2[CH:12]=[C:13]3[C:18](=[CH:19][CH:20]=2)[N:17]=[CH:16][CH:15]=[N:14]3)=[O:10])=[C:5]([F:8])[CH:6]=[CH:7][C:2]=1[NH:1][C:26](=[O:27])[C:25]1[CH:29]=[CH:30][CH:31]=[C:23]([F:22])[CH:24]=1, predict the reactants needed to synthesize it. The reactants are: [NH2:1][C:2]1[C:3]([F:21])=[C:4]([C:9]([C:11]2[CH:12]=[C:13]3[C:18](=[CH:19][CH:20]=2)[N:17]=[CH:16][CH:15]=[N:14]3)=[O:10])[C:5]([F:8])=[CH:6][CH:7]=1.[F:22][C:23]1[CH:24]=[C:25]([CH:29]=[CH:30][CH:31]=1)[C:26](Cl)=[O:27]. (7) Given the product [C:26]([C:28]1[CH:33]=[CH:32][C:31]([C:2]2[N:6]([S:7]([C:10]3[CH:11]=[N:12][CH:13]=[CH:14][CH:15]=3)(=[O:9])=[O:8])[CH:5]=[C:4]([CH2:16][N:17]([CH3:25])[C:18](=[O:24])[O:19][C:20]([CH3:23])([CH3:22])[CH3:21])[CH:3]=2)=[CH:30][CH:29]=1)#[N:27], predict the reactants needed to synthesize it. The reactants are: Br[C:2]1[N:6]([S:7]([C:10]2[CH:11]=[N:12][CH:13]=[CH:14][CH:15]=2)(=[O:9])=[O:8])[CH:5]=[C:4]([CH2:16][N:17]([CH3:25])[C:18](=[O:24])[O:19][C:20]([CH3:23])([CH3:22])[CH3:21])[CH:3]=1.[C:26]([C:28]1[CH:33]=[CH:32][C:31](B(O)O)=[CH:30][CH:29]=1)#[N:27].C(=O)([O-])[O-].[Na+].[Na+]. (8) The reactants are: [C:1]([OH:5])(=[O:4])[CH:2]=[CH2:3].[C:6]([O:10][CH2:11][CH2:12][CH2:13][CH2:14][CH2:15][CH2:16][CH2:17][CH2:18][CH2:19][CH2:20][CH2:21][CH2:22][CH2:23][CH2:24][CH2:25][CH2:26][CH2:27][CH3:28])(=[O:9])[CH:7]=[CH2:8].N(C(C)(CC(C)C)C#N)=NC(C)(CC(C)C)C#N. Given the product [C:1]([OH:5])(=[O:4])[CH:2]=[CH2:3].[C:6]([O:10][CH2:11][CH2:12][CH2:13][CH2:14][CH2:15][CH2:16][CH2:17][CH2:18][CH2:19][CH2:20][CH2:21][CH2:22][CH2:23][CH2:24][CH2:25][CH2:26][CH2:27][CH3:28])(=[O:9])[CH:7]=[CH2:8], predict the reactants needed to synthesize it. (9) Given the product [NH2:6][C:7]1[N:15]=[C:14]2[C:10]([N:11]=[CH:12][N:13]2[CH:16]2[O:17][C@H:18]([CH2:23][O:24][C:34]3[CH:43]=[CH:42][C:41]4[C:36](=[CH:37][CH:38]=[CH:39][CH:40]=4)[C:35]=3[O:44][P:45](=[N:47][C@@H:48]([CH3:60])[C:49]([O:51][C@H:52]([C:54]3[CH:55]=[CH:56][CH:57]=[CH:58][CH:59]=3)[CH3:53])=[O:50])=[O:46])[CH2:19][C@:20]2([OH:21])[CH3:22])=[C:9]([O:25][CH3:26])[N:8]=1, predict the reactants needed to synthesize it. The reactants are: P(N)(=O)([O-])[O-].[NH2:6][C:7]1[N:15]=[C:14]2[C:10]([N:11]=[CH:12][N:13]2[CH:16]2[C@:20]([CH3:22])([OH:21])[CH2:19][C@@H:18]([CH2:23][OH:24])[O:17]2)=[C:9]([O:25][CH3:26])[N:8]=1.C([Mg]Cl)(C)(C)C.Cl[C:34]1[CH:43]=[CH:42][C:41]2[C:36](=[CH:37][CH:38]=[CH:39][CH:40]=2)[C:35]=1[O:44][P:45](=[N:47][C@@H:48]([CH3:60])[C:49]([O:51][C@H:52]([C:54]1[CH:59]=[CH:58][CH:57]=[CH:56][CH:55]=1)[CH3:53])=[O:50])=[O:46].